From a dataset of Forward reaction prediction with 1.9M reactions from USPTO patents (1976-2016). Predict the product of the given reaction. (1) Given the reactants C1(C2CC(O)C3C(=CC=C(O)C=3)O2)C=CC=CC=1.[OH:19][C:20]1[CH:21]=[C:22]2[C:27](=[CH:28][CH:29]=1)[O:26][CH:25]([C:30]1[CH:35]=[CH:34][CH:33]=[CH:32][CH:31]=1)[CH:24]([CH3:36])[C:23]2=[O:37], predict the reaction product. The product is: [CH3:36][CH:24]1[CH:23]([OH:37])[C:22]2[C:27](=[CH:28][CH:29]=[C:20]([OH:19])[CH:21]=2)[O:26][CH:25]1[C:30]1[CH:35]=[CH:34][CH:33]=[CH:32][CH:31]=1. (2) Given the reactants Cl[CH:2]1[CH2:7][CH2:6][CH2:5][CH2:4][CH2:3]1.[C:8]1([Mg]Br)[CH:13]=[CH:12][CH:11]=[CH:10][CH:9]=1.N1C=CN=CC=1, predict the reaction product. The product is: [CH:2]1([C:8]2[CH:13]=[CH:12][CH:11]=[CH:10][CH:9]=2)[CH2:7][CH2:6][CH2:5][CH2:4][CH2:3]1. (3) Given the reactants [CH3:1][C:2](=[N:4][OH:5])[CH3:3].CC(C)([O-])C.[Na+].[C:12]([O:16][C:17](=[O:41])[N:18]([CH2:24][C:25]1[CH:30]=[CH:29][C:28]([O:31][C:32]2[CH:37]=[CH:36][C:35]([C:38]#[N:39])=[C:34](F)[CH:33]=2)=[CH:27][CH:26]=1)[CH2:19][CH2:20][CH:21]([CH3:23])[CH3:22])([CH3:15])([CH3:14])[CH3:13].CCOCC, predict the reaction product. The product is: [C:12]([O:16][C:17](=[O:41])[N:18]([CH2:24][C:25]1[CH:30]=[CH:29][C:28]([O:31][C:32]2[CH:37]=[CH:36][C:35]([C:38]#[N:39])=[C:34]([O:5][N:4]=[C:2]([CH3:3])[CH3:1])[CH:33]=2)=[CH:27][CH:26]=1)[CH2:19][CH2:20][CH:21]([CH3:23])[CH3:22])([CH3:14])([CH3:15])[CH3:13]. (4) Given the reactants N1CCOCC1.C1(C(=O)S[C:15]2[NH:16][C:17]([C:22]3[CH:27]=[CH:26][CH:25]=[CH:24][C:23]=3[F:28])=[CH:18][C:19]=2[C:20]#[N:21])C=CC=CC=1, predict the reaction product. The product is: [F:28][C:23]1[CH:24]=[CH:25][CH:26]=[CH:27][C:22]=1[C:17]1[NH:16][CH:15]=[C:19]([C:20]#[N:21])[CH:18]=1. (5) Given the reactants P12(SP3(SP(SP(S3)(S1)=S)(=S)S2)=S)=[S:2].[NH2:15][C:16]1[C:17](=O)[NH:18][C:19](=[O:26])[N:20]([CH2:23][CH2:24][CH3:25])[C:21]=1[NH2:22], predict the reaction product. The product is: [NH2:15][C:16]1[C:17]([SH:2])=[N:18][C:19](=[O:26])[N:20]([CH2:23][CH2:24][CH3:25])[C:21]=1[NH2:22]. (6) Given the reactants [Cl:1][CH2:2][CH2:3][CH2:4][O:5][C:6]1[CH:11]=[CH:10][C:9]([C:12]2[S:13][C:14]([C:18]([O:20][CH3:21])=[O:19])=[C:15]([CH3:17])[N:16]=2)=[CH:8][CH:7]=1.[Br:22]N1C(=O)CCC1=O, predict the reaction product. The product is: [Br:22][C:7]1[CH:8]=[C:9]([C:12]2[S:13][C:14]([C:18]([O:20][CH3:21])=[O:19])=[C:15]([CH3:17])[N:16]=2)[CH:10]=[CH:11][C:6]=1[O:5][CH2:4][CH2:3][CH2:2][Cl:1]. (7) Given the reactants C(O[BH-](OC(=O)C)OC(=O)C)(=O)C.[Na+].FC(F)(F)C([O-])=O.[CH2:22]([O:24][C:25]([CH2:27][O:28][C:29]1[C:33]2[S:34][C:35]3[CH:36]=[C:37]([NH3+:41])[CH:38]=[CH:39][C:40]=3[C:32]=2[S:31][C:30]=1[C:42]([O:44][CH3:45])=[O:43])=[O:26])[CH3:23].[O:46]1[CH2:51][CH2:50][C:49](=O)[CH2:48][CH2:47]1.C(O)(=O)C, predict the reaction product. The product is: [CH3:45][O:44][C:42]([C:30]1[S:31][C:32]2[C:40]3[CH:39]=[CH:38][C:37]([NH:41][CH:49]4[CH2:50][CH2:51][O:46][CH2:47][CH2:48]4)=[CH:36][C:35]=3[S:34][C:33]=2[C:29]=1[O:28][CH2:27][C:25]([O:24][CH2:22][CH3:23])=[O:26])=[O:43]. (8) Given the reactants Br[C:2]1[CH:9]=[CH:8][C:5]([C:6]#[N:7])=[CH:4][C:3]=1[CH3:10].[CH:11]([Sn](CCCC)(CCCC)CCCC)=[CH2:12], predict the reaction product. The product is: [CH3:10][C:3]1[CH:4]=[C:5]([CH:8]=[CH:9][C:2]=1[CH:11]=[CH2:12])[C:6]#[N:7]. (9) Given the reactants [F:1][C:2]1[CH:10]=[C:9]2[C:5]([C:6]([C:12]3[N:13]=[C:14]4[C:20]([C:21](O)=[O:22])=[CH:19][N:18]([CH2:24][O:25][CH2:26][CH2:27][Si:28]([CH3:31])([CH3:30])[CH3:29])[C:15]4=[N:16][CH:17]=3)=[N:7][N:8]2[CH3:11])=[CH:4][CH:3]=1.Cl.[F:33][C:34]([F:46])([F:45])[O:35][C:36]1[CH:37]=[C:38]([C@@H:42]([NH2:44])[CH3:43])[CH:39]=[CH:40][CH:41]=1.C(N(CC)C(C)C)(C)C.CN(C(ON1N=NC2C=CC=NC1=2)=[N+](C)C)C.F[P-](F)(F)(F)(F)F, predict the reaction product. The product is: [F:33][C:34]([F:45])([F:46])[O:35][C:36]1[CH:37]=[C:38]([C@@H:42]([NH:44][C:21]([C:20]2[C:14]3[C:15](=[N:16][CH:17]=[C:12]([C:6]4[C:5]5[C:9](=[CH:10][C:2]([F:1])=[CH:3][CH:4]=5)[N:8]([CH3:11])[N:7]=4)[N:13]=3)[N:18]([CH2:24][O:25][CH2:26][CH2:27][Si:28]([CH3:29])([CH3:31])[CH3:30])[CH:19]=2)=[O:22])[CH3:43])[CH:39]=[CH:40][CH:41]=1. (10) The product is: [O:38]1[C:34]([C@H:31]2[CH2:32][CH2:33][C@H:28]([N:18]3[C:17](=[O:42])[C:16]([CH2:15][C:12]4[CH:13]=[CH:14][C:9]([C:4]5[C:3]([C:1]#[N:2])=[CH:8][CH:7]=[CH:6][CH:5]=5)=[CH:10][CH:11]=4)=[C:21]([CH2:22][CH2:23][CH3:24])[N:20]4[N:25]=[CH:26][N:27]=[C:19]34)[CH2:29][CH2:30]2)=[CH:35][N:36]=[CH:37]1. Given the reactants [C:1]([C:3]1[CH:8]=[CH:7][CH:6]=[CH:5][C:4]=1[C:9]1[CH:14]=[CH:13][C:12]([CH2:15][C:16]2[C:17](=[O:42])[N:18]([C@H:28]3[CH2:33][CH2:32][C@H:31]([C:34]4[O:38][CH:37]=[N:36][C:35]=4C(O)=O)[CH2:30][CH2:29]3)[C:19]3[N:20]([N:25]=[CH:26][N:27]=3)[C:21]=2[CH2:22][CH2:23][CH3:24])=[CH:11][CH:10]=1)#[N:2].N1C2C(=CC=CC=2)C=CC=1.Cl, predict the reaction product.